This data is from CYP3A4 inhibition data for predicting drug metabolism from PubChem BioAssay. The task is: Regression/Classification. Given a drug SMILES string, predict its absorption, distribution, metabolism, or excretion properties. Task type varies by dataset: regression for continuous measurements (e.g., permeability, clearance, half-life) or binary classification for categorical outcomes (e.g., BBB penetration, CYP inhibition). Dataset: cyp3a4_veith. (1) The drug is CCN(CC)c1ccc(C(=O)OCc2cc(=O)oc3cc(O)ccc23)cc1. The result is 1 (inhibitor). (2) The compound is CC(=O)N1CCC2(CC1)CC(=O)c1cc(OCC(=O)N3CCN(C)CC3)ccc1O2. The result is 0 (non-inhibitor).